Binary Classification. Given a drug SMILES string, predict its activity (active/inactive) in a high-throughput screening assay against a specified biological target. From a dataset of Cav3 T-type calcium channel HTS with 100,875 compounds. (1) The drug is s1c2nc(SCC(OCC)=O)n(c(=O)c2c(c1C)C)C. The result is 0 (inactive). (2) The drug is Clc1cn(nc1)Cc1cc(ccc1)C(O)=O. The result is 0 (inactive). (3) The compound is s1c(C2NC(=O)N(C(=C2C(OCC)=O)C)CCCC(O)=O)ccc1. The result is 0 (inactive).